This data is from Catalyst prediction with 721,799 reactions and 888 catalyst types from USPTO. The task is: Predict which catalyst facilitates the given reaction. (1) Reactant: [H-].[Na+].[Br:3][C:4]1[CH:12]=[C:11]2[C:7]([C:8]([F:13])=[N:9][NH:10]2)=[C:6]([N+:14]([O-:16])=[O:15])[CH:5]=1.[C:17]1([S:23](Cl)(=[O:25])=[O:24])[CH:22]=[CH:21][CH:20]=[CH:19][CH:18]=1. Product: [Br:3][C:4]1[CH:12]=[C:11]2[C:7]([C:8]([F:13])=[N:9][N:10]2[S:23]([C:17]2[CH:22]=[CH:21][CH:20]=[CH:19][CH:18]=2)(=[O:25])=[O:24])=[C:6]([N+:14]([O-:16])=[O:15])[CH:5]=1. The catalyst class is: 1. (2) Reactant: [O:1]=[C:2]1[N:6](C(OC(C)(C)C)=O)[C:5]2=[CH:14][S:15][C:16]([C:17]3[S:18][C:19]([C:26]4[S:27][CH:28]=[C:29]5[C:33]=4[NH:32][C:31](=[O:34])[N:30]5C(OC(C)(C)C)=O)=[C:20]4[O:25][CH2:24][CH2:23][O:22][C:21]=34)=[C:4]2[NH:3]1.FC(F)(F)C(O)=O.C(=O)([O-])[O-].[Na+].[Na+]. Product: [O:1]=[C:2]1[NH:6][C:5]2=[CH:14][S:15][C:16]([C:17]3[S:18][C:19]([C:26]4[S:27][CH:28]=[C:29]5[C:33]=4[NH:32][C:31](=[O:34])[NH:30]5)=[C:20]4[O:25][CH2:24][CH2:23][O:22][C:21]=34)=[C:4]2[NH:3]1. The catalyst class is: 13.